This data is from Full USPTO retrosynthesis dataset with 1.9M reactions from patents (1976-2016). The task is: Predict the reactants needed to synthesize the given product. (1) Given the product [CH3:1][C:2]1([CH3:23])[CH2:3][N:4]([C:8]2[CH:13]=[C:12]([NH2:14])[C:11]([N:17]3[CH2:18][CH2:19][O:20][CH2:21][CH2:22]3)=[N:10][CH:9]=2)[CH2:5][CH2:6][O:7]1, predict the reactants needed to synthesize it. The reactants are: [CH3:1][C:2]1([CH3:23])[O:7][CH2:6][CH2:5][N:4]([C:8]2[CH:9]=[N:10][C:11]([N:17]3[CH2:22][CH2:21][O:20][CH2:19][CH2:18]3)=[C:12]([N+:14]([O-])=O)[CH:13]=2)[CH2:3]1. (2) The reactants are: [F:1][C:2]1[CH:7]=[CH:6][C:5]([C:8]2[CH:13]=[CH:12][N:11]=[CH:10][C:9]=2[NH:14][CH2:15][CH2:16][S:17]([CH3:20])(=[O:19])=[O:18])=[C:4]([O:21][CH3:22])[CH:3]=1.FC1C=CC=C(OC)C=1C1C=CN=CC=1N(CC(F)(F)F)[C:39](=[O:54])[C:40]1[CH:45]=[C:44]([C:46]([F:49])([F:48])[F:47])[CH:43]=[C:42]([S:50]([CH3:53])(=[O:52])=[O:51])[CH:41]=1.CCN(C(C)C)C(C)C.[NH4+].[Cl-]. Given the product [F:1][C:2]1[CH:7]=[CH:6][C:5]([C:8]2[CH:13]=[CH:12][N:11]=[CH:10][C:9]=2[N:14]([CH2:15][CH2:16][S:17]([CH3:20])(=[O:18])=[O:19])[C:39](=[O:54])[C:40]2[CH:45]=[C:44]([C:46]([F:49])([F:47])[F:48])[CH:43]=[C:42]([S:50]([CH3:53])(=[O:52])=[O:51])[CH:41]=2)=[C:4]([O:21][CH3:22])[CH:3]=1, predict the reactants needed to synthesize it. (3) Given the product [C:12]([O:11][C:9](=[O:10])[NH:16][CH2:17][CH2:18][O:19][CH2:20][CH2:21][OH:22])([CH3:13])([CH3:14])[CH3:15], predict the reactants needed to synthesize it. The reactants are: [C:9](O[C:9]([O:11][C:12]([CH3:15])([CH3:14])[CH3:13])=[O:10])([O:11][C:12]([CH3:15])([CH3:14])[CH3:13])=[O:10].[NH2:16][CH2:17][CH2:18][O:19][CH2:20][CH2:21][OH:22].O. (4) Given the product [CH3:11][O:10][C:7]1[CH:8]=[CH:9][C:4]([CH2:3][C:2]([N:15]2[CH2:19][CH2:18][CH2:17][CH2:16]2)=[O:24])=[C:5]([CH3:13])[C:6]=1[CH3:12], predict the reactants needed to synthesize it. The reactants are: Br[C:2](Br)=[CH:3][C:4]1[CH:9]=[CH:8][C:7]([O:10][CH3:11])=[C:6]([CH3:12])[C:5]=1[CH3:13].[NH:15]1[CH2:19][CH2:18][CH2:17][CH2:16]1.CN(C=[O:24])C. (5) Given the product [CH2:1]([N:8]1[CH2:14][C:13]2[CH:16]=[CH:17][CH:18]=[C:19]([Br:20])[C:12]=2[O:11][CH2:10][CH2:9]1)[C:2]1[CH:3]=[CH:4][CH:5]=[CH:6][CH:7]=1, predict the reactants needed to synthesize it. The reactants are: [CH2:1]([N:8]1[C:14](=O)[C:13]2[CH:16]=[CH:17][CH:18]=[C:19]([Br:20])[C:12]=2[O:11][CH2:10][CH2:9]1)[C:2]1[CH:7]=[CH:6][CH:5]=[CH:4][CH:3]=1.B.O1CCCC1.CO.[OH-].[Na+].